Dataset: Forward reaction prediction with 1.9M reactions from USPTO patents (1976-2016). Task: Predict the product of the given reaction. Given the reactants O=C1CCC(=O)N1O[C:9](=[O:18])[CH:10]([OH:17])[C:11]1[CH:16]=[CH:15][CH:14]=[CH:13][CH:12]=1.[CH2:19]([NH:21][CH2:22][CH3:23])[CH3:20], predict the reaction product. The product is: [CH2:19]([N:21]([CH2:22][CH3:23])[C:9](=[O:18])[C@@H:10]([OH:17])[C:11]1[CH:12]=[CH:13][CH:14]=[CH:15][CH:16]=1)[CH3:20].